This data is from Forward reaction prediction with 1.9M reactions from USPTO patents (1976-2016). The task is: Predict the product of the given reaction. (1) Given the reactants O[CH2:2][CH:3]1[N:8]([CH3:9])[CH2:7][CH2:6][N:5]([C:10]([O:12][CH2:13][C:14]2[CH:19]=[CH:18][CH:17]=[CH:16][CH:15]=2)=[O:11])[CH2:4]1.CCN(S(F)(F)[F:26])CC.O.[OH-].[Na+], predict the reaction product. The product is: [F:26][CH2:2][CH:3]1[N:8]([CH3:9])[CH2:7][CH2:6][N:5]([C:10]([O:12][CH2:13][C:14]2[CH:19]=[CH:18][CH:17]=[CH:16][CH:15]=2)=[O:11])[CH2:4]1. (2) Given the reactants [H-].[Na+].[C:3]1(=[O:12])[C:11]2[C:6](=[CH:7][CH:8]=[CH:9][CH:10]=2)[CH2:5][NH:4]1.Cl[C:14]([O:16][C:17]1[CH:22]=[CH:21][C:20]([N+:23]([O-:25])=[O:24])=[CH:19][CH:18]=1)=[O:15], predict the reaction product. The product is: [N+:23]([C:20]1[CH:19]=[CH:18][C:17]([O:16][C:14](=[O:15])[O:12][C:3]2[C:11]3[C:6](=[CH:7][CH:8]=[CH:9][CH:10]=3)[CH2:5][N:4]=2)=[CH:22][CH:21]=1)([O-:25])=[O:24]. (3) Given the reactants [C:1]1([O:11][CH2:12][CH2:13][N:14]2[C:22]3[CH:21]=[CH:20][CH:19]=[CH:18][C:17]=3[C:16]3[CH2:23][CH2:24][N:25](C(OC(C)(C)C)=O)[CH2:26][CH2:27][C:15]2=3)[C:10]2[CH2:9][CH2:8][CH2:7][CH2:6][C:5]=2[CH:4]=[CH:3][CH:2]=1.[ClH:35], predict the reaction product. The product is: [ClH:35].[C:1]1([O:11][CH2:12][CH2:13][N:14]2[C:22]3[CH:21]=[CH:20][CH:19]=[CH:18][C:17]=3[C:16]3[CH2:23][CH2:24][NH:25][CH2:26][CH2:27][C:15]2=3)[C:10]2[CH2:9][CH2:8][CH2:7][CH2:6][C:5]=2[CH:4]=[CH:3][CH:2]=1. (4) Given the reactants [F:1][C:2]([F:21])([F:20])[C:3]1[CH:4]=[C:5]([CH:10]=[CH:11][C:12]=1[O:13][CH2:14][CH2:15][C:16]([F:19])([F:18])[F:17])[C:6]([O:8]C)=[O:7].[OH-].[Na+].Cl, predict the reaction product. The product is: [F:1][C:2]([F:20])([F:21])[C:3]1[CH:4]=[C:5]([CH:10]=[CH:11][C:12]=1[O:13][CH2:14][CH2:15][C:16]([F:19])([F:18])[F:17])[C:6]([OH:8])=[O:7]. (5) The product is: [F:12][C:13]1[CH:14]=[C:15]([C:2]2[C:11]3[C:6](=[CH:7][CH:8]=[CH:9][CH:10]=3)[CH:5]=[CH:4][N:3]=2)[CH:16]=[CH:17][C:18]=1[CH3:19]. Given the reactants Cl[C:2]1[C:11]2[C:6](=[CH:7][CH:8]=[CH:9][CH:10]=2)[CH:5]=[CH:4][N:3]=1.[F:12][C:13]1[CH:14]=[C:15](B(O)O)[CH:16]=[CH:17][C:18]=1[CH3:19].C([O-])([O-])=O.[Cs+].[Cs+].P(C(C)(C)C)(C(C)(C)C)C(C)(C)C, predict the reaction product.